Dataset: Full USPTO retrosynthesis dataset with 1.9M reactions from patents (1976-2016). Task: Predict the reactants needed to synthesize the given product. (1) Given the product [CH3:34][C:33]1[CH:35]=[CH:36][C:30]([S:27]([O:1][CH2:2][CH2:3][O:4][CH2:5][CH2:6][O:7][CH2:8][CH2:9][O:10][CH2:11][CH2:12][C:13]([O:15][C:16]([CH3:19])([CH3:18])[CH3:17])=[O:14])(=[O:29])=[O:28])=[CH:31][CH:32]=1, predict the reactants needed to synthesize it. The reactants are: [OH:1][CH2:2][CH2:3][O:4][CH2:5][CH2:6][O:7][CH2:8][CH2:9][O:10][CH2:11][CH2:12][C:13]([O:15][C:16]([CH3:19])([CH3:18])[CH3:17])=[O:14].C(N(CC)CC)C.[S:27](Cl)([C:30]1[CH:36]=[CH:35][C:33]([CH3:34])=[CH:32][CH:31]=1)(=[O:29])=[O:28]. (2) Given the product [CH3:17][O:18][CH2:19][N:10]1[CH:11]=[CH:12][C:7]2=[CH:6][C:5]3[CH:4]=[CH:3][CH:2]=[N:1][C:14]=3[N:8]2[C:9]1=[O:13], predict the reactants needed to synthesize it. The reactants are: [N:1]1[C:14]2[N:8]3[C:9](=[O:13])[NH:10][CH:11]=[CH:12][C:7]3=[CH:6][C:5]=2[CH:4]=[CH:3][CH:2]=1.[H-].[Na+].[CH2:17](Cl)[O:18][CH3:19]. (3) Given the product [Br:1][C:2]1[CH:3]=[C:4]([C:8]2[CH:9]=[C:10]([O:16][C:22]3[CH:23]=[CH:24][C:19]([C:18]([F:27])([F:26])[F:17])=[CH:20][CH:21]=3)[N:11]([CH2:13][CH2:14][OH:15])[N:12]=2)[CH:5]=[CH:6][CH:7]=1, predict the reactants needed to synthesize it. The reactants are: [Br:1][C:2]1[CH:3]=[C:4]([C:8]2[NH:12][N:11]([CH2:13][CH2:14][OH:15])[C:10](=[O:16])[CH:9]=2)[CH:5]=[CH:6][CH:7]=1.[F:17][C:18]([F:27])([F:26])[C:19]1[CH:24]=[CH:23][C:22](F)=[CH:21][CH:20]=1.C([O-])([O-])=O.[K+].[K+]. (4) Given the product [C:8]1([N:7]([C:14]2[CH:15]=[CH:16][C:17]([C:20]3[C:28]4[C:24](=[N:25][N:26]([C:59]5[CH:58]=[CH:57][C:56]6[C:55](=[O:62])[N:54]([CH2:63][CH2:64][CH2:65][CH2:66][CH2:67][CH3:68])[C:53](=[O:69])[C:52]7[C:61]=6[C:60]=5[CH:49]=[CH:50][CH:51]=7)[N:27]=4)[C:23]([C:29]4[CH:34]=[CH:33][C:32]([N:35]([C:36]5[CH:37]=[CH:38][CH:39]=[CH:40][CH:41]=5)[C:42]5[CH:43]=[CH:44][CH:45]=[CH:46][CH:47]=5)=[CH:31][CH:30]=4)=[CH:22][CH:21]=3)=[CH:18][CH:19]=2)[C:1]2[CH:2]=[CH:3][CH:4]=[CH:5][CH:6]=2)[CH:13]=[CH:12][CH:11]=[CH:10][CH:9]=1, predict the reactants needed to synthesize it. The reactants are: [C:1]1([N:7]([C:14]2[CH:19]=[CH:18][C:17]([C:20]3[C:28]4[C:24](=[N:25][NH:26][N:27]=4)[C:23]([C:29]4[CH:34]=[CH:33][C:32]([N:35]([C:42]5[CH:47]=[CH:46][CH:45]=[CH:44][CH:43]=5)[C:36]5[CH:41]=[CH:40][CH:39]=[CH:38][CH:37]=5)=[CH:31][CH:30]=4)=[CH:22][CH:21]=3)=[CH:16][CH:15]=2)[C:8]2[CH:13]=[CH:12][CH:11]=[CH:10][CH:9]=2)[CH:6]=[CH:5][CH:4]=[CH:3][CH:2]=1.Br[C:49]1[CH:50]=[CH:51][C:52]2[C:53](=[O:69])[N:54]([CH2:63][CH2:64][CH2:65][CH2:66][CH2:67][CH3:68])[C:55](=[O:62])[C:56]3[C:61]=2[C:60]=1[CH:59]=[CH:58][CH:57]=3.C(=O)([O-])[O-].[K+].[K+].CN(C)C=O. (5) Given the product [CH:47]1([C:50]2[S:51][CH:52]=[C:53]([C:55]([N:28]3[CH2:29][C:30]4([CH2:35][CH2:34][N:33]([CH2:36][C:37]5[CH:38]=[C:39]([CH2:44][CH2:45][OH:46])[CH:40]=[C:41]([F:43])[CH:42]=5)[CH2:32][CH2:31]4)[O:25][CH2:26][CH2:27]3)=[O:56])[N:54]=2)[CH2:49][CH2:48]1, predict the reactants needed to synthesize it. The reactants are: F[P-](F)(F)(F)(F)F.N1(OC(N(C)C)=[N+](C)C)C2N=CC=CC=2N=N1.[O:25]1[C:30]2([CH2:35][CH2:34][N:33]([CH2:36][C:37]3[CH:38]=[C:39]([CH2:44][CH2:45][OH:46])[CH:40]=[C:41]([F:43])[CH:42]=3)[CH2:32][CH2:31]2)[CH2:29][NH:28][CH2:27][CH2:26]1.[CH:47]1([C:50]2[S:51][CH:52]=[C:53]([C:55](O)=[O:56])[N:54]=2)[CH2:49][CH2:48]1.C(N(CC)CC)C. (6) Given the product [CH3:1][N:2]([C:16]1[CH:21]=[CH:20][N:19]=[C:18]([C:22]2[CH:27]=[CH:26][CH:25]=[CH:24][CH:23]=2)[N:17]=1)[C:3]1[CH:8]=[CH:7][N:6]=[C:5]([NH:9][CH:10]2[CH2:15][CH2:14][N:13]([C:53](=[O:52])[CH2:54][NH:55][C:33](=[O:34])[O:32][C:28]([CH3:29])([CH3:30])[CH3:31])[CH2:12][CH2:11]2)[N:4]=1, predict the reactants needed to synthesize it. The reactants are: [CH3:1][N:2]([C:16]1[CH:21]=[CH:20][N:19]=[C:18]([C:22]2[CH:27]=[CH:26][CH:25]=[CH:24][CH:23]=2)[N:17]=1)[C:3]1[CH:8]=[CH:7][N:6]=[C:5]([NH:9][CH:10]2[CH2:15][CH2:14][NH:13][CH2:12][CH2:11]2)[N:4]=1.[C:28]([O:32][C:33](CC(O)=O)=[O:34])([CH3:31])([CH3:30])[CH3:29].C(Cl)CCl.C1C=CC2N([OH:52])N=NC=2C=1.[CH3:53][CH2:54][N:55](C(C)C)C(C)C. (7) Given the product [NH2:24][C:2]1[C:11]2[N:12]=[C:13]([OH:23])[N:14]([C@H:15]([C:17]3[CH:22]=[CH:21][CH:20]=[CH:19][CH:18]=3)[CH3:16])[C:10]=2[C:9]2[CH:8]=[CH:7][CH:6]=[CH:5][C:4]=2[N:3]=1, predict the reactants needed to synthesize it. The reactants are: Cl[C:2]1[C:11]2[N:12]=[C:13]([OH:23])[N:14]([C@H:15]([C:17]3[CH:22]=[CH:21][CH:20]=[CH:19][CH:18]=3)[CH3:16])[C:10]=2[C:9]2[CH:8]=[CH:7][CH:6]=[CH:5][C:4]=2[N:3]=1.[NH3:24]. (8) Given the product [C:25]([O:24][C:22]([C:21]1[C:20]([O:30][CH2:31][C:32]2[CH:37]=[CH:36][CH:35]=[CH:34][CH:33]=2)=[C:19]([OH:18])[N:16]=[C:14]([CH2:13][C:8]2([C:2]3[CH:7]=[CH:6][CH:5]=[CH:4][CH:3]=3)[CH2:12][CH2:11][CH2:10][CH2:9]2)[N:15]=1)=[O:23])([CH3:28])([CH3:26])[CH3:27], predict the reactants needed to synthesize it. The reactants are: Cl.[C:2]1([C:8]2([CH2:13][C:14]([NH2:16])=[NH:15])[CH2:12][CH2:11][CH2:10][CH2:9]2)[CH:7]=[CH:6][CH:5]=[CH:4][CH:3]=1.C[O:18][C:19](=O)/[C:20](/[O:30][CH2:31][C:32]1[CH:37]=[CH:36][CH:35]=[CH:34][CH:33]=1)=[C:21](\O)/[C:22]([O:24][C:25]([CH3:28])([CH3:27])[CH3:26])=[O:23].C(OC(C1C(OCC2C=CC=CC=2)=C(O)N=C(CC2C=CC=CC=2C2C=CC=CC=2)N=1)=O)(C)(C)C.